Predict the reactants needed to synthesize the given product. From a dataset of Full USPTO retrosynthesis dataset with 1.9M reactions from patents (1976-2016). Given the product [F:38][C:36]1[CH:37]=[C:29]([C:2]2[CH:7]=[C:6]([NH:8][C:9]([NH:11][C:12]3[CH:17]=[CH:16][C:15]([CH3:18])=[CH:14][CH:13]=3)=[O:10])[C:5]([O:19][CH2:20][CH2:21][CH3:22])=[C:4]([CH2:23][CH2:24][CH3:25])[CH:3]=2)[C:30]([C:31]([OH:33])=[O:32])=[CH:34][CH:35]=1, predict the reactants needed to synthesize it. The reactants are: Br[C:2]1[CH:3]=[C:4]([CH2:23][CH2:24][CH3:25])[C:5]([O:19][CH2:20][CH2:21][CH3:22])=[C:6]([NH:8][C:9]([NH:11][C:12]2[CH:17]=[CH:16][C:15]([CH3:18])=[CH:14][CH:13]=2)=[O:10])[CH:7]=1.B([C:29]1[CH:37]=[C:36]([F:38])[CH:35]=[CH:34][C:30]=1[C:31]([OH:33])=[O:32])(O)O.BrC1C=C(C(C2C=CC=CC=2)C=C)C(OCCC)=C(NC(NC2C=CC(C)=CC=2)=O)C=1.